From a dataset of Catalyst prediction with 721,799 reactions and 888 catalyst types from USPTO. Predict which catalyst facilitates the given reaction. Reactant: [OH:1][N:2]=[C:3]([C:5]1[CH:9]=[C:8]([CH3:10])[N:7]([CH2:11][C:12]2[CH:17]=[CH:16][C:15]([CH3:18])=[CH:14][CH:13]=2)[N:6]=1)[NH2:4].C(N(CC)CC)C.[F:26][C:27]([F:39])([F:38])[O:28][C:29]1[CH:37]=[CH:36][C:32]([C:33](Cl)=O)=[CH:31][CH:30]=1. Product: [CH3:10][C:8]1[N:7]([CH2:11][C:12]2[CH:13]=[CH:14][C:15]([CH3:18])=[CH:16][CH:17]=2)[N:6]=[C:5]([C:3]2[N:4]=[C:33]([C:32]3[CH:36]=[CH:37][C:29]([O:28][C:27]([F:26])([F:38])[F:39])=[CH:30][CH:31]=3)[O:1][N:2]=2)[CH:9]=1. The catalyst class is: 4.